This data is from Peptide-MHC class I binding affinity with 185,985 pairs from IEDB/IMGT. The task is: Regression. Given a peptide amino acid sequence and an MHC pseudo amino acid sequence, predict their binding affinity value. This is MHC class I binding data. The binding affinity (normalized) is 0.166. The MHC is Patr-A0701 with pseudo-sequence Patr-A0701. The peptide sequence is YFVRVQGLL.